Dataset: Peptide-MHC class II binding affinity with 134,281 pairs from IEDB. Task: Regression. Given a peptide amino acid sequence and an MHC pseudo amino acid sequence, predict their binding affinity value. This is MHC class II binding data. (1) The peptide sequence is CIALDMMNENLGIIS. The MHC is DRB1_0405 with pseudo-sequence DRB1_0405. The binding affinity (normalized) is 0.00634. (2) The peptide sequence is RLFDNAMLRAHRLHQ. The MHC is DRB1_1501 with pseudo-sequence DRB1_1501. The binding affinity (normalized) is 0.589. (3) The peptide sequence is AFKVAATAANAAIAN. The MHC is DRB1_0401 with pseudo-sequence DRB1_0401. The binding affinity (normalized) is 0.876. (4) The peptide sequence is LPKPPKPVSKMRMATPLLMGALPM. The MHC is H-2-IAb with pseudo-sequence H-2-IAb. The binding affinity (normalized) is 0.680. (5) The binding affinity (normalized) is 0.329. The peptide sequence is IPVIVADDLTAAINK. The MHC is HLA-DQA10201-DQB10303 with pseudo-sequence HLA-DQA10201-DQB10303. (6) The peptide sequence is YCDMMSLNLTIVSVS. The MHC is HLA-DPA10301-DPB10402 with pseudo-sequence HLA-DPA10301-DPB10402. The binding affinity (normalized) is 0.475. (7) The peptide sequence is FIKVRQYDQILIEICGKKAIGTV. The MHC is HLA-DQA10102-DQB10602 with pseudo-sequence HLA-DQA10102-DQB10602. The binding affinity (normalized) is 0.192. (8) The peptide sequence is KFTQFAGKDLESIKG. The MHC is HLA-DPA10301-DPB10402 with pseudo-sequence HLA-DPA10301-DPB10402. The binding affinity (normalized) is 0.686. (9) The peptide sequence is LRKLCIEGKITNITT. The MHC is DRB1_0401 with pseudo-sequence DRB1_0401. The binding affinity (normalized) is 0.220.